From a dataset of Experimentally validated miRNA-target interactions with 360,000+ pairs, plus equal number of negative samples. Binary Classification. Given a miRNA mature sequence and a target amino acid sequence, predict their likelihood of interaction. The miRNA is mmu-miR-466b-3p with sequence AUACAUACACGCACACAUAAGA. The protein sequence of the target gene is MEDSGIQRGIWDGDAKAVQQCLTDIFTSVYTTCDIPENAIFGPCVLSHTSLYDSIAFVALKSTDKRTVPYIFRVDTSAANGSSEGLMWLRLVQSARDKEEQNLEAYIKNGQLFYRSLRRIAKDEELLVWYGKELTELLLLCPSRAHKMNGSSPYTCLECSQRFQFEFPYVAHLRFRCPKRLHSTDANPQDEQGGGLGTKDHGGGGGGKEQQQQQQQQQQEAPLIPGPKFCKAGPIHHYPASSPEASNPPGSAGASSAKPSTDFHNLARELENSRGNSSCVAAPGVGSGGSGHQEAELSPD.... Result: 0 (no interaction).